From a dataset of Forward reaction prediction with 1.9M reactions from USPTO patents (1976-2016). Predict the product of the given reaction. (1) The product is: [CH2:1]([N:8]1[CH2:15][CH2:14][CH:13]2[CH:9]1[CH2:10][NH:11][CH2:12]2)[C:2]1[CH:7]=[CH:6][CH:5]=[CH:4][CH:3]=1. Given the reactants [CH2:1]([N:8]1[CH2:15][CH2:14][CH:13]2[CH:9]1[CH2:10][N:11](C(OCC)=O)[CH2:12]2)[C:2]1[CH:7]=[CH:6][CH:5]=[CH:4][CH:3]=1.Cl, predict the reaction product. (2) Given the reactants Cl.[NH2:2][C:3]1([C:6]([O:8][CH2:9][CH3:10])=[O:7])[CH2:5][CH2:4]1.Br[CH2:12][C:13]([C:15]1[CH:20]=[CH:19][CH:18]=[CH:17][CH:16]=1)=[O:14].C([O-])(O)=O.[Na+].O, predict the reaction product. The product is: [O:14]=[C:13]([C:15]1[CH:20]=[CH:19][CH:18]=[CH:17][CH:16]=1)[CH2:12][NH:2][C:3]1([C:6]([O:8][CH2:9][CH3:10])=[O:7])[CH2:5][CH2:4]1. (3) Given the reactants [NH:1]1[CH:5]=[C:4]([CH:6]=[O:7])[N:3]=[CH:2]1.[H-].[Na+].CS(O[CH:15]1[CH2:20][CH2:19][N:18]([C:21]([O:23][C:24]([CH3:27])([CH3:26])[CH3:25])=[O:22])[CH2:17][CH2:16]1)(=O)=O.O, predict the reaction product. The product is: [CH:6]([C:4]1[N:3]=[CH:2][N:1]([CH:15]2[CH2:20][CH2:19][N:18]([C:21]([O:23][C:24]([CH3:27])([CH3:26])[CH3:25])=[O:22])[CH2:17][CH2:16]2)[CH:5]=1)=[O:7]. (4) The product is: [Cl:1][C:2]1[CH:7]=[CH:6][CH:5]=[CH:4][C:3]=1[C:8]1[CH:9]=[N:10][C:11]2[N:12]([N:21]=[C:22]([S:45]([CH3:35])(=[O:49])=[O:47])[C:23]=2[C:24](=[O:31])[NH:25][CH:26]2[CH2:30][CH2:29][CH2:28][CH2:27]2)[C:13]=1[C:14]1[CH:15]=[CH:16][C:17]([Cl:20])=[CH:18][CH:19]=1. Given the reactants [Cl:1][C:2]1[CH:7]=[CH:6][CH:5]=[CH:4][C:3]=1[C:8]1[CH:9]=[N:10][C:11]2[N:12]([N:21]=[C:22](SC)[C:23]=2[C:24](=[O:31])[NH:25][CH:26]2[CH2:30][CH2:29][CH2:28][CH2:27]2)[C:13]=1[C:14]1[CH:19]=[CH:18][C:17]([Cl:20])=[CH:16][CH:15]=1.Cl[C:35]1C=CC=C(C(OO)=O)C=1.[S:45]([O-:49])([O-])(=[O:47])=S.[Na+].[Na+], predict the reaction product. (5) Given the reactants [OH-].[Na+].[Cl:3][C:4]1[C:9]([O:10][CH3:11])=[C:8]([CH2:12][N:13]2[CH2:16][C:15]3([CH2:20][C:19]([N:21]4[CH2:26][CH2:25][C:24]([CH2:32][CH3:33])([C:27]([O:29]CC)=[O:28])[CH2:23][CH2:22]4)=[N:18][O:17]3)[CH2:14]2)[CH:7]=[C:6]([CH:34]2[CH2:36][CH2:35]2)[C:5]=1[C:37]1[CH:42]=[CH:41][C:40]([F:43])=[CH:39][C:38]=1[F:44], predict the reaction product. The product is: [Cl:3][C:4]1[C:9]([O:10][CH3:11])=[C:8]([CH2:12][N:13]2[CH2:14][C:15]3([CH2:20][C:19]([N:21]4[CH2:22][CH2:23][C:24]([CH2:32][CH3:33])([C:27]([OH:29])=[O:28])[CH2:25][CH2:26]4)=[N:18][O:17]3)[CH2:16]2)[CH:7]=[C:6]([CH:34]2[CH2:36][CH2:35]2)[C:5]=1[C:37]1[CH:42]=[CH:41][C:40]([F:43])=[CH:39][C:38]=1[F:44]. (6) Given the reactants Br[CH2:2][CH2:3][C:4]1[CH:9]=[CH:8][C:7]([C:10](=[O:15])[C:11]([OH:14])([CH3:13])[CH3:12])=[CH:6][CH:5]=1.[P:16]([O:23]CC)([O:20]CC)[O:17]CC.C[Si](Br)(C)C, predict the reaction product. The product is: [OH:14][C:11]([CH3:13])([CH3:12])[C:10]([C:7]1[CH:8]=[CH:9][C:4]([CH2:3][CH2:2][P:16](=[O:17])([OH:23])[OH:20])=[CH:5][CH:6]=1)=[O:15]. (7) The product is: [F:31][C:29]([C:25]1[N:26]=[C:27]([C:2]2[N:6]3[CH:7]=[CH:8][C:9]([C:11]([CH3:21])([O:13][Si:14]([CH2:19][CH3:20])([CH2:17][CH3:18])[CH2:15][CH3:16])[CH3:12])=[N:10][C:5]3=[N:4][CH:3]=2)[CH:28]=[CH:23][N:24]=1)([F:32])[CH3:30]. Given the reactants Br[C:2]1[N:6]2[CH:7]=[CH:8][C:9]([C:11]([CH3:21])([O:13][Si:14]([CH2:19][CH3:20])([CH2:17][CH3:18])[CH2:15][CH3:16])[CH3:12])=[N:10][C:5]2=[N:4][CH:3]=1.Cl[C:23]1[CH:28]=[CH:27][N:26]=[C:25]([C:29]([F:32])([F:31])[CH3:30])[N:24]=1, predict the reaction product.